Dataset: Forward reaction prediction with 1.9M reactions from USPTO patents (1976-2016). Task: Predict the product of the given reaction. (1) Given the reactants [Br:1][C:2]1[CH:10]=[CH:9][C:5]([C:6](O)=[O:7])=[C:4]([CH2:11][C:12]#[N:13])[CH:3]=1.[NH2:14][C:15]1[CH:19]=[C:18]([CH3:20])[NH:17][N:16]=1, predict the reaction product. The product is: [Br:1][C:2]1[CH:3]=[C:4]2[C:5](=[CH:9][CH:10]=1)[C:6]([OH:7])=[N:13][C:12]([NH:14][C:15]1[CH:19]=[C:18]([CH3:20])[NH:17][N:16]=1)=[CH:11]2. (2) Given the reactants [C:1]([C:5]1[N:6]=[C:7]([N:16]2[CH2:20][CH2:19][C:18]([F:22])([F:21])[CH2:17]2)[C:8]2[N:13]=[N:12][N:11]([CH2:14][CH3:15])[C:9]=2[N:10]=1)([CH3:4])([CH3:3])[CH3:2].C(C1N=C(N2CCC(F)(F)C2)C2N=NNC=2N=1)(C)(C)C.BrCC1[CH:50]=[CH:49][CH:48]=[C:47]([Cl:51])[C:46]=1[Cl:52], predict the reaction product. The product is: [C:1]([C:5]1[N:6]=[C:7]([N:16]2[CH2:20][CH2:19][C:18]([F:21])([F:22])[CH2:17]2)[C:8]2[N:13]=[N:12][N:11]([CH2:14][C:15]3[CH:50]=[CH:49][CH:48]=[C:47]([Cl:51])[C:46]=3[Cl:52])[C:9]=2[N:10]=1)([CH3:2])([CH3:3])[CH3:4].